This data is from Full USPTO retrosynthesis dataset with 1.9M reactions from patents (1976-2016). The task is: Predict the reactants needed to synthesize the given product. (1) The reactants are: [C:1]1([CH:7]2[CH2:12][NH:11][C:10]3[CH:13]=[CH:14][CH:15]=[CH:16][C:9]=3[S:8]2)[CH:6]=[CH:5][CH:4]=[CH:3][CH:2]=1.C[O:18]C(=O)C(Br)C1C=CC=CC=1.NC1C=CC=CC=1S. Given the product [C:1]1([CH:7]2[C:12](=[O:18])[NH:11][C:10]3[CH:13]=[CH:14][CH:15]=[CH:16][C:9]=3[S:8]2)[CH:2]=[CH:3][CH:4]=[CH:5][CH:6]=1, predict the reactants needed to synthesize it. (2) The reactants are: C([N-]C(C)C)(C)C.[Li+].C1COCC1.CCCCCCC.C(C1C=CC=CC=1)C.[CH3:29][C:30]1[CH:35]=[CH:34][N:33]=[CH:32][CH:31]=1.[CH2:36]([O:43][C:44]1[CH:55]=[CH:54][C:47]([C:48](N(OC)C)=[O:49])=[CH:46][CH:45]=1)[C:37]1[CH:42]=[CH:41][CH:40]=[CH:39][CH:38]=1.C(O)(=O)C. Given the product [CH2:36]([O:43][C:44]1[CH:45]=[CH:46][C:47]([C:48](=[O:49])[CH2:29][C:30]2[CH:35]=[CH:34][N:33]=[CH:32][CH:31]=2)=[CH:54][CH:55]=1)[C:37]1[CH:38]=[CH:39][CH:40]=[CH:41][CH:42]=1, predict the reactants needed to synthesize it. (3) The reactants are: [C:1]([O:5][C:6](=[O:9])[CH2:7]Br)([CH3:4])([CH3:3])[CH3:2].[NH2:10][CH2:11][C:12]1[S:13][CH:14]=[CH:15][CH:16]=1.CCN(C(C)C)C(C)C. Given the product [C:1]([O:5][C:6](=[O:9])[CH2:7][NH:10][CH2:11][C:12]1[S:13][CH:14]=[CH:15][CH:16]=1)([CH3:4])([CH3:3])[CH3:2], predict the reactants needed to synthesize it.